From a dataset of Full USPTO retrosynthesis dataset with 1.9M reactions from patents (1976-2016). Predict the reactants needed to synthesize the given product. (1) Given the product [CH3:33][CH:32]([NH:35][C:36]([NH:1][CH2:2][C:3]1[N:7]2[C:8]([N:12]3[CH2:13][CH2:14][N:15]([CH3:18])[CH2:16][CH2:17]3)=[CH:9][CH:10]=[CH:11][C:6]2=[N:5][C:4]=1[CH2:19][N:20]([CH3:31])[C@@H:21]1[C:30]2[N:29]=[CH:28][CH:27]=[CH:26][C:25]=2[CH2:24][CH2:23][CH2:22]1)=[O:37])[CH3:34], predict the reactants needed to synthesize it. The reactants are: [NH2:1][CH2:2][C:3]1[N:7]2[C:8]([N:12]3[CH2:17][CH2:16][N:15]([CH3:18])[CH2:14][CH2:13]3)=[CH:9][CH:10]=[CH:11][C:6]2=[N:5][C:4]=1[CH2:19][N:20]([CH3:31])[C@@H:21]1[C:30]2[N:29]=[CH:28][CH:27]=[CH:26][C:25]=2[CH2:24][CH2:23][CH2:22]1.[CH:32]([N:35]=[C:36]=[O:37])([CH3:34])[CH3:33]. (2) Given the product [CH2:8]([C@H:15]1[CH2:19][O:18][C:17](=[O:20])[N:16]1[C:21](=[O:26])[CH2:22][CH:23]([CH3:25])[CH3:24])[C:9]1[CH:10]=[CH:11][CH:12]=[CH:13][CH:14]=1, predict the reactants needed to synthesize it. The reactants are: C(N(CC)CC)C.[CH2:8]([C@H:15]1[CH2:19][O:18][C:17](=[O:20])[NH:16]1)[C:9]1[CH:14]=[CH:13][CH:12]=[CH:11][CH:10]=1.[C:21](Cl)(=[O:26])[CH2:22][CH:23]([CH3:25])[CH3:24].